The task is: Regression/Classification. Given a drug SMILES string, predict its toxicity properties. Task type varies by dataset: regression for continuous values (e.g., LD50, hERG inhibition percentage) or binary classification for toxic/non-toxic outcomes (e.g., AMES mutagenicity, cardiotoxicity, hepatotoxicity). Dataset: ames.. This data is from Ames mutagenicity test results for genotoxicity prediction. (1) The molecule is CCCCOC(=O)c1ccccc1N. The result is 0 (non-mutagenic). (2) The compound is O=[N+]([O-])c1ccc(S(=O)(=O)Cl)cc1. The result is 1 (mutagenic). (3) The molecule is O=[N+]([O-])OCC(CO[N+](=O)[O-])O[N+](=O)[O-]. The result is 1 (mutagenic). (4) The molecule is CCCCOC(=O)c1ccccc1C(=O)OCc1ccccc1. The result is 0 (non-mutagenic). (5) The drug is ONc1ccc(Sc2ccccc2)cc1. The result is 1 (mutagenic). (6) The molecule is Cc1ccc(CCl)cc1. The result is 0 (non-mutagenic). (7) The compound is O=C(O)/C(Cl)=C(\CCl)C(=O)O. The result is 0 (non-mutagenic). (8) The drug is CC/C(=C(/CC)c1ccc(OP(=O)(O)O)cc1)c1ccc(OP(=O)(O)O)cc1. The result is 0 (non-mutagenic).